From a dataset of Full USPTO retrosynthesis dataset with 1.9M reactions from patents (1976-2016). Predict the reactants needed to synthesize the given product. (1) The reactants are: [CH3:1][O:2][C:3]1[CH:10]=[CH:9][C:6]([CH2:7][OH:8])=[CH:5][CH:4]=1.[H-].[Na+].[Cl:13][C:14]1[CH:19]=[C:18](Cl)[N:17]=[C:16]([S:21][CH3:22])[N:15]=1.O. Given the product [Cl:13][C:14]1[CH:19]=[C:18]([O:8][CH2:7][C:6]2[CH:9]=[CH:10][C:3]([O:2][CH3:1])=[CH:4][CH:5]=2)[N:17]=[C:16]([S:21][CH3:22])[N:15]=1, predict the reactants needed to synthesize it. (2) The reactants are: C(O)(C(F)(F)F)=O.Cl[C:9]1[CH:14]=[C:13]([N:15]2[CH:24]([CH3:25])[CH2:23][C:22]3[C:17](=[CH:18][C:19]([C:26]4[CH:27]=[N:28][N:29]([CH3:31])[CH:30]=4)=[CH:20][CH:21]=3)[CH2:16]2)[N:12]=[C:11]([NH2:32])[N:10]=1.[NH:33]1[CH2:38][CH2:37][CH:36]([NH:39]C(=O)OC(C)(C)C)[CH2:35][CH2:34]1. Given the product [NH2:39][CH:36]1[CH2:37][CH2:38][N:33]([C:9]2[CH:14]=[C:13]([N:15]3[CH:24]([CH3:25])[CH2:23][C:22]4[C:17](=[CH:18][C:19]([C:26]5[CH:27]=[N:28][N:29]([CH3:31])[CH:30]=5)=[CH:20][CH:21]=4)[CH2:16]3)[N:12]=[C:11]([NH2:32])[N:10]=2)[CH2:34][CH2:35]1, predict the reactants needed to synthesize it. (3) Given the product [CH:2]([CH:15]1[CH2:20][CH2:19][N:18]([CH2:33][C:32]2[CH:35]=[CH:36][C:29]([OH:28])=[CH:30][CH:31]=2)[CH2:17][C:16]1=[O:21])([C:9]1[CH:14]=[CH:13][CH:12]=[CH:11][CH:10]=1)[C:3]1[CH:4]=[CH:5][CH:6]=[CH:7][CH:8]=1, predict the reactants needed to synthesize it. The reactants are: Cl.[CH:2]([CH:15]1[CH2:20][CH2:19][NH:18][CH2:17][C:16]1=[O:21])([C:9]1[CH:14]=[CH:13][CH:12]=[CH:11][CH:10]=1)[C:3]1[CH:8]=[CH:7][CH:6]=[CH:5][CH:4]=1.C(NCC)(C)C.[OH:28][C:29]1[CH:36]=[CH:35][C:32]([CH2:33]O)=[CH:31][CH:30]=1. (4) Given the product [Br:1][C:2]1[CH:3]=[C:4]([CH:5]=[CH:6][CH:7]=1)[O:8][CH2:16][CH2:17][CH2:18][C:19]([O:21][CH2:22][CH3:23])=[O:20], predict the reactants needed to synthesize it. The reactants are: [Br:1][C:2]1[CH:3]=[C:4]([OH:8])[CH:5]=[CH:6][CH:7]=1.C(=O)([O-])[O-].[Cs+].[Cs+].Br[CH2:16][CH2:17][CH2:18][C:19]([O:21][CH2:22][CH3:23])=[O:20]. (5) Given the product [C:28]([C:23]1[CH:24]=[CH:25][CH:26]=[CH:27][C:22]=1[C:19]1[CH:20]=[CH:21][C:16]([CH2:15][CH:5]([C:4](=[O:3])[CH2:11][CH2:12][CH3:13])[C:6]([O:8][CH2:9][CH3:10])=[O:7])=[C:17]([F:30])[CH:18]=1)#[N:29], predict the reactants needed to synthesize it. The reactants are: [H-].[Na+].[O:3]=[C:4]([CH2:11][CH2:12][CH3:13])[CH2:5][C:6]([O:8][CH2:9][CH3:10])=[O:7].Br[CH2:15][C:16]1[CH:21]=[CH:20][C:19]([C:22]2[C:23]([C:28]#[N:29])=[CH:24][CH:25]=[CH:26][CH:27]=2)=[CH:18][C:17]=1[F:30].[Cl-].[NH4+]. (6) Given the product [CH3:1][N:2]1[C:7](=[O:8])[CH:6]=[CH:5][C:4]([C:9]2[CH:10]=[CH:11][C:12]([C:13]([N:25]3[CH2:26][CH2:27][CH2:28][C@H:24]3[CH2:23][N:18]3[CH2:22][CH2:21][CH2:20][CH2:19]3)=[O:15])=[CH:16][CH:17]=2)=[N:3]1, predict the reactants needed to synthesize it. The reactants are: [CH3:1][N:2]1[C:7](=[O:8])[CH:6]=[CH:5][C:4]([C:9]2[CH:17]=[CH:16][C:12]([C:13]([OH:15])=O)=[CH:11][CH:10]=2)=[N:3]1.[N:18]1([CH2:23][C@@H:24]2[CH2:28][CH2:27][CH2:26][NH:25]2)[CH2:22][CH2:21][CH2:20][CH2:19]1. (7) Given the product [Br:10][C:11]1[CH:12]=[CH:13][C:14]([O:20][CH2:2][C:3]2[CH:8]=[CH:7][CH:6]=[CH:5][C:4]=2[Cl:9])=[C:15]([CH:19]=1)[C:16]([O:18][CH2:2][C:3]1[CH:8]=[CH:7][CH:6]=[CH:5][C:4]=1[Cl:9])=[O:17], predict the reactants needed to synthesize it. The reactants are: Br[CH2:2][C:3]1[CH:8]=[CH:7][CH:6]=[CH:5][C:4]=1[Cl:9].[Br:10][C:11]1[CH:12]=[CH:13][C:14]([OH:20])=[C:15]([CH:19]=1)[C:16]([OH:18])=[O:17].C(=O)([O-])[O-].[K+].[K+]. (8) The reactants are: Cl[C:2]1[C:7]([C:8]([OH:10])=[O:9])=[CH:6][CH:5]=[C:4]([Cl:11])[N:3]=1.[CH3:12][NH:13][CH2:14][CH2:15][OH:16]. Given the product [Cl:11][C:4]1[N:3]=[C:2]([N:13]([CH2:14][CH2:15][OH:16])[CH3:12])[C:7]([C:8]([OH:10])=[O:9])=[CH:6][CH:5]=1, predict the reactants needed to synthesize it. (9) The reactants are: [NH2:1][C:2]1[CH:10]=[CH:9][C:8]([Br:11])=[CH:7][C:3]=1[C:4]([OH:6])=O.O=S(Cl)Cl.[Cl:16][C:17]1[CH:23]=[CH:22][CH:21]=[CH:20][C:18]=1[NH2:19].C(Cl)(Cl)Cl. Given the product [NH2:1][C:2]1[CH:10]=[CH:9][C:8]([Br:11])=[CH:7][C:3]=1[C:4]([NH:19][C:18]1[CH:20]=[CH:21][CH:22]=[CH:23][C:17]=1[Cl:16])=[O:6], predict the reactants needed to synthesize it. (10) Given the product [Br-:22].[OH:9][C:8]([C:16]1[CH:21]=[CH:20][CH:19]=[CH:18][CH:17]=1)([C:10]1[CH:15]=[CH:14][CH:13]=[CH:12][CH:11]=1)[C:4]12[CH2:7][N+:1]([CH2:23][CH2:24][CH2:25][O:26][C:27]3[CH:36]=[CH:35][C:34]4[C:29](=[CH:30][CH:31]=[CH:32][CH:33]=4)[CH:28]=3)([CH2:6][CH2:5]1)[CH2:2][CH2:3]2, predict the reactants needed to synthesize it. The reactants are: [N:1]12[CH2:7][C:4]([C:8]([C:16]3[CH:21]=[CH:20][CH:19]=[CH:18][CH:17]=3)([C:10]3[CH:15]=[CH:14][CH:13]=[CH:12][CH:11]=3)[OH:9])([CH2:5][CH2:6]1)[CH2:3][CH2:2]2.[Br:22][CH2:23][CH2:24][CH2:25][O:26][C:27]1[CH:36]=[CH:35][C:34]2[C:29](=[CH:30][CH:31]=[CH:32][CH:33]=2)[CH:28]=1.